From a dataset of Reaction yield outcomes from USPTO patents with 853,638 reactions. Predict the reaction yield, written as a fraction of the theoretical maximum amount of product (1.0 means a 100% yield; for example, 0.34 means a 34% yield). (1) The reactants are [CH3:1][N:2]1[CH:7]=[C:6](B2OC(C)(C)C(C)(C)O2)[CH:5]=[C:4]([NH:17][C:18]2[CH:30]=[C:21]3[CH2:22][N:23]([CH:26]4[CH2:29][O:28][CH2:27]4)[CH2:24][CH2:25][N:20]3[N:19]=2)[C:3]1=[O:31].Cl[C:33]1[C:38]([CH:39]=[O:40])=[C:37]([N:41]2[CH2:53][CH2:52]C3N4[C:45]([CH2:46][CH2:47][CH2:48][CH2:49]4)=[C:44]([F:54])[C:43]=3[C:42]2=[O:55])[N:36]=[CH:35][CH:34]=1.[O-]P([O-])([O-])=O.[K+].[K+].[K+].C([O-])(=O)C.[Na+].[C:69](#[N:71])C. The catalyst is C1C=CC(P(C2C=CC=CC=2)[C-]2C=CC=C2)=CC=1.C1C=CC(P(C2C=CC=CC=2)[C-]2C=CC=C2)=CC=1.Cl[Pd]Cl.[Fe+2].O. The product is [F:54][C:44]1[C:45]2[CH2:46][CH2:47][CH2:48][CH2:49][C:69]=2[N:71]2[CH2:52][CH2:53][N:41]([C:37]3[N:36]=[CH:35][CH:34]=[C:33]([C:6]4[CH:5]=[C:4]([NH:17][C:18]5[CH:30]=[C:21]6[CH2:22][N:23]([CH:26]7[CH2:29][O:28][CH2:27]7)[CH2:24][CH2:25][N:20]6[N:19]=5)[C:3](=[O:31])[N:2]([CH3:1])[CH:7]=4)[C:38]=3[CH:39]=[O:40])[C:42](=[O:55])[C:43]=12. The yield is 0.600. (2) The reactants are [Cl:1][C:2]1[CH:3]=[CH:4][CH:5]=[C:6]2[C:11]=1[C:10](=[O:12])[N:9]([CH2:13][C:14]1[CH:19]=[CH:18][C:17]([F:20])=[CH:16][C:15]=1[F:21])[C:8]([C:22]1[CH:27]=[CH:26][C:25]([OH:28])=[CH:24][CH:23]=1)=[CH:7]2.C([O-])([O-])=O.[Cs+].[Cs+].Cl[C:36]1[N:43]=[CH:42][CH:41]=[CH:40][C:37]=1[C:38]#[N:39]. The catalyst is CN(C)C=O.O.CCOCC. The yield is 0.570. The product is [Cl:1][C:2]1[CH:3]=[CH:4][CH:5]=[C:6]2[C:11]=1[C:10](=[O:12])[N:9]([CH2:13][C:14]1[CH:19]=[CH:18][C:17]([F:20])=[CH:16][C:15]=1[F:21])[C:8]([C:22]1[CH:23]=[CH:24][C:25]([O:28][C:36]3[N:43]=[CH:42][CH:41]=[CH:40][C:37]=3[C:38]#[N:39])=[CH:26][CH:27]=1)=[CH:7]2. (3) The reactants are [Si]([O:8][CH:9]([C:22]1[O:23][C:24]([C:27]2[N:32]=[C:31]([C:33]([O:35][CH3:36])=[O:34])[CH:30]=[CH:29][CH:28]=2)=[CH:25][N:26]=1)[CH2:10][CH2:11][CH2:12][CH2:13][CH2:14][CH2:15][C:16]1[CH:21]=[CH:20][CH:19]=[CH:18][CH:17]=1)(C(C)(C)C)(C)C. The catalyst is CCOC(C)=O. The product is [C:16]1([CH2:15][CH2:14][CH2:13][CH2:12][CH2:11][CH2:10][C:9]([C:22]2[O:23][C:24]([C:27]3[N:32]=[C:31]([C:33]([O:35][CH3:36])=[O:34])[CH:30]=[CH:29][CH:28]=3)=[CH:25][N:26]=2)=[O:8])[CH:17]=[CH:18][CH:19]=[CH:20][CH:21]=1. The yield is 0.350. (4) The reactants are N1[C:9]2[C:4](=[C:5]([N:10]3[CH2:15][CH2:14][N:13]([C:16]([CH:18]4[CH2:27][CH2:26][C:25]5[C:20](=[CH:21][CH:22]=[CH:23][CH:24]=5)[NH:19]4)=[O:17])[CH2:12][CH2:11]3)[CH:6]=[CH:7][CH:8]=2)C=C1.[O:28]1C2C(N3CCNCC3)=CC=CC=2[CH:30]=[CH:29]1. No catalyst specified. The product is [O:28]1[C:4]2[C:5]([N:10]3[CH2:15][CH2:14][N:13]([C:16]([CH:18]4[CH2:27][CH2:26][C:25]5[C:20](=[CH:21][CH:22]=[CH:23][CH:24]=5)[NH:19]4)=[O:17])[CH2:12][CH2:11]3)=[CH:6][CH:7]=[CH:8][C:9]=2[CH:30]=[CH:29]1. The yield is 0.690.